This data is from Catalyst prediction with 721,799 reactions and 888 catalyst types from USPTO. The task is: Predict which catalyst facilitates the given reaction. (1) The catalyst class is: 49. Reactant: [CH3:1][O:2][C:3](=[O:20])[C:4]1[CH:9]=[C:8]([O:10][CH2:11][CH3:12])[CH:7]=[C:6]([NH:13][C:14](=[O:19])[CH2:15][CH2:16][CH2:17]Cl)[CH:5]=1.[H-].[Na+]. Product: [CH3:1][O:2][C:3](=[O:20])[C:4]1[CH:5]=[C:6]([N:13]2[CH2:17][CH2:16][CH2:15][C:14]2=[O:19])[CH:7]=[C:8]([O:10][CH2:11][CH3:12])[CH:9]=1. (2) Reactant: [CH3:1][O:2][CH:3]1[CH2:6][N:5]([C:7]2[CH:8]=[CH:9][C:10]([N+:13]([O-])=O)=[N:11][CH:12]=2)[CH2:4]1. Product: [CH3:1][O:2][CH:3]1[CH2:6][N:5]([C:7]2[CH:8]=[CH:9][C:10]([NH2:13])=[N:11][CH:12]=2)[CH2:4]1. The catalyst class is: 19. (3) Reactant: Cl.Cl.Cl.[Cl:4][C:5]1[CH:6]=[CH:7][C:8]([NH:11][C:12]([C:14]2[O:22][C:21]3[C:16](=[N:17][CH:18]=[CH:19][CH:20]=3)[C:15]=2[NH:23][C:24]([C@H:26]2[CH2:31][CH2:30][C@H:29]([NH:32][CH3:33])[CH2:28][CH2:27]2)=[O:25])=[O:13])=[N:9][CH:10]=1.[C:34]([O:38][C:39](CC(N)C=O)=[O:40])([CH3:37])([CH3:36])[CH3:35].C(OC(OCC)[CH2:50][CH2:51][NH2:52])C.[C:56](O[BH-](OC(=O)C)OC(=O)C)(=O)C.[Na+].C(=O)([O-])O.[Na+]. Product: [Cl:4][C:5]1[CH:6]=[CH:7][C:8]([NH:11][C:12]([C:14]2[O:22][C:21]3[C:16](=[N:17][CH:18]=[CH:19][CH:20]=3)[C:15]=2[NH:23][C:24]([C@H:26]2[CH2:31][CH2:30][C@H:29]([N:32]([CH3:56])[CH2:33][CH2:50][CH2:51][NH:52][C:39](=[O:40])[O:38][C:34]([CH3:35])([CH3:36])[CH3:37])[CH2:28][CH2:27]2)=[O:25])=[O:13])=[N:9][CH:10]=1. The catalyst class is: 542. (4) Reactant: C([O:5][C:6](=O)[N:7]=[C:8]([NH:21][C:22]([O:24][C:25]([CH3:28])([CH3:27])[CH3:26])=[O:23])[NH:9][CH2:10][C:11]1[C:20]2[C:15](=[CH:16][CH:17]=[CH:18][CH:19]=2)[CH:14]=[CH:13][CH:12]=1)(C)(C)C.[NH:30]1[CH2:35][CH2:34][NH:33][CH2:32][CH2:31]1. Product: [C:25]([O:24][C:22](=[O:23])[N:21]=[C:8]([NH:9][CH2:10][C:11]1[C:20]2[C:15](=[CH:16][CH:17]=[CH:18][CH:19]=2)[CH:14]=[CH:13][CH:12]=1)[NH:7][C:6]([N:30]1[CH2:35][CH2:34][NH:33][CH2:32][CH2:31]1)=[O:5])([CH3:27])([CH3:28])[CH3:26]. The catalyst class is: 1. (5) Reactant: [Cl:1][C:2]1[CH:10]=[C:9]2[C:5]([C:6]([C:12]3[N:13]=[C:14]4[C:20]([C:21](O)=[O:22])=[CH:19][NH:18][C:15]4=[N:16][CH:17]=3)=[N:7][N:8]2[CH3:11])=[CH:4][CH:3]=1.[NH2:24][C:25]([CH3:30])([CH3:29])[CH:26]([OH:28])[CH3:27].CCN=C=NCCCN(C)C.C1C=CC2N(O)N=NC=2C=1.CCN(C(C)C)C(C)C. Product: [Cl:1][C:2]1[CH:10]=[C:9]2[C:5]([C:6]([C:12]3[N:13]=[C:14]4[C:20]([C:21]([NH:24][C:25]([CH3:30])([CH:26]([OH:28])[CH3:27])[CH3:29])=[O:22])=[CH:19][NH:18][C:15]4=[N:16][CH:17]=3)=[N:7][N:8]2[CH3:11])=[CH:4][CH:3]=1. The catalyst class is: 241. (6) Reactant: [Cl:1][C:2]1[CH:7]=[CH:6][C:5]([N:8]2[CH2:13][CH2:12][CH:11]([C:14]([OH:16])=O)[CH2:10][CH2:9]2)=[CH:4][C:3]=1[O:17][CH3:18].Cl.[CH3:20][NH:21][O:22][CH3:23].Cl.C(N=C=NCCCN(C)C)C.C(N(CC)C(C)C)(C)C. Product: [Cl:1][C:2]1[CH:7]=[CH:6][C:5]([N:8]2[CH2:9][CH2:10][CH:11]([C:14]([N:21]([O:22][CH3:23])[CH3:20])=[O:16])[CH2:12][CH2:13]2)=[CH:4][C:3]=1[O:17][CH3:18]. The catalyst class is: 143. (7) Reactant: Br[C:2]1[C:3]([NH2:19])=[N:4][CH:5]=[C:6]([C:8]2[CH:13]=[CH:12][C:11]([S:14]([CH2:17][CH3:18])(=[O:16])=[O:15])=[CH:10][CH:9]=2)[CH:7]=1.[O:20]=[C:21]1[C:30]2[C:25](=[CH:26][C:27](B(O)O)=[CH:28][CH:29]=2)[CH2:24][CH2:23][NH:22]1.C([O-])([O-])=O.[Na+].[Na+].CC#N. Product: [NH2:19][C:3]1[C:2]([C:27]2[CH:26]=[C:25]3[C:30](=[CH:29][CH:28]=2)[C:21](=[O:20])[NH:22][CH2:23][CH2:24]3)=[CH:7][C:6]([C:8]2[CH:13]=[CH:12][C:11]([S:14]([CH2:17][CH3:18])(=[O:16])=[O:15])=[CH:10][CH:9]=2)=[CH:5][N:4]=1. The catalyst class is: 189. (8) Reactant: [OH:1][CH2:2][C@H:3]1[CH2:8][CH2:7][CH2:6][N:5]([C:9](=[O:14])[CH2:10][CH:11]([CH3:13])[CH3:12])[CH2:4]1.[H-].[Na+].[NH2:17][C:18]1[CH:25]=[CH:24][CH:23]=[C:22](F)[C:19]=1[C:20]#[N:21]. Product: [NH2:17][C:18]1[CH:25]=[CH:24][CH:23]=[C:22]([O:1][CH2:2][C@H:3]2[CH2:8][CH2:7][CH2:6][N:5]([C:9](=[O:14])[CH2:10][CH:11]([CH3:12])[CH3:13])[CH2:4]2)[C:19]=1[C:20]#[N:21]. The catalyst class is: 1. (9) Reactant: [C:1]([O:5][C:6]([N:8]1[CH2:13][CH2:12][CH2:11][C:10]([CH3:17])([C:14](O)=[O:15])[N:9]1[C:18]([O:20][C:21]([CH3:24])([CH3:23])[CH3:22])=[O:19])=[O:7])([CH3:4])([CH3:3])[CH3:2].Cl.[Br:26][C:27]1[CH:36]=[C:35]2[C:30]([CH:31]=[CH:32][C:33]([C@H:37]([NH2:39])[CH3:38])=[N:34]2)=[CH:29][CH:28]=1.C(N(CC)C(C)C)(C)C.F[P-](F)(F)(F)(F)F.CN(C(ON1C2=NC=CC=C2N=N1)=[N+](C)C)C. Product: [C:1]([O:5][C:6]([N:8]1[CH2:13][CH2:12][CH2:11][C:10]([C:14](=[O:15])[NH:39][C@@H:37]([C:33]2[CH:32]=[CH:31][C:30]3[C:35](=[CH:36][C:27]([Br:26])=[CH:28][CH:29]=3)[N:34]=2)[CH3:38])([CH3:17])[N:9]1[C:18]([O:20][C:21]([CH3:24])([CH3:23])[CH3:22])=[O:19])=[O:7])([CH3:4])([CH3:2])[CH3:3]. The catalyst class is: 4.